Dataset: Blood-brain barrier penetration binary classification data from Martins et al.. Task: Regression/Classification. Given a drug SMILES string, predict its absorption, distribution, metabolism, or excretion properties. Task type varies by dataset: regression for continuous measurements (e.g., permeability, clearance, half-life) or binary classification for categorical outcomes (e.g., BBB penetration, CYP inhibition). Dataset: bbb_martins. The drug is Fc1ccc(C(CCCN2CCN(CCNc3ccccc3)CC2)c2ccc(F)cc2)cc1. The result is 1 (penetrates BBB).